This data is from Reaction yield outcomes from USPTO patents with 853,638 reactions. The task is: Predict the reaction yield, written as a fraction of the theoretical maximum amount of product (1.0 means a 100% yield; for example, 0.34 means a 34% yield). (1) The reactants are [OH:1][CH2:2][CH2:3][CH2:4][CH2:5][CH2:6][CH2:7][CH2:8][CH2:9][O:10][C:11]1[CH:18]=[CH:17][C:14]([CH:15]=O)=[CH:13][C:12]=1[O:19][CH3:20].[O:21]1[C:25]2[CH:26]=[CH:27][C:28]([CH2:30][C:31]#[N:32])=[CH:29][C:24]=2[O:23][CH2:22]1. No catalyst specified. The product is [O:21]1[C:25]2[CH:26]=[CH:27][C:28](/[C:30](=[CH:15]/[C:14]3[CH:17]=[CH:18][C:11]([O:10][CH2:9][CH2:8][CH2:7][CH2:6][CH2:5][CH2:4][CH2:3][CH2:2][OH:1])=[C:12]([O:19][CH3:20])[CH:13]=3)/[C:31]#[N:32])=[CH:29][C:24]=2[O:23][CH2:22]1. The yield is 0.990. (2) The reactants are [CH:1]1([NH:4][C:5]2[N:10]=[C:9]([NH:11][C:12]3[CH:17]=[CH:16][CH:15]=[C:14]([O:18][CH3:19])[CH:13]=3)[C:8]([NH:20][C:21]3[CH:26]=[CH:25][CH:24]=[C:23]([O:27][CH3:28])[CH:22]=3)=[CH:7][N:6]=2)[CH2:3][CH2:2]1.[C:29](N1C=CN=C1)(N1C=CN=C1)=[O:30]. The catalyst is ClCCl. The product is [CH:1]1([NH:4][C:5]2[N:10]=[C:9]3[C:8]([N:20]([C:21]4[CH:26]=[CH:25][CH:24]=[C:23]([O:27][CH3:28])[CH:22]=4)[C:29](=[O:30])[N:11]3[C:12]3[CH:17]=[CH:16][CH:15]=[C:14]([O:18][CH3:19])[CH:13]=3)=[CH:7][N:6]=2)[CH2:2][CH2:3]1. The yield is 0.500. (3) The reactants are [OH:1]O.[CH:3]1=[CH:4][CH2:5][CH2:6][CH2:7][CH2:8][CH2:9][CH2:10]1. The catalyst is C(O)(C)(C)C. The product is [CH:3]12[O:1][CH:10]1[CH2:9][CH2:8][CH2:7][CH2:6][CH2:5][CH2:4]2. The yield is 0.650. (4) The reactants are [N+:1]([C:4]1[CH:9]=[CH:8][C:7]([C:10]2[N:18]3[C:13]([CH:14]=[CH:15][CH:16]=[CH:17]3)=[CH:12][C:11]=2[C:19]([F:22])([F:21])[F:20])=[CH:6][CH:5]=1)([O-])=O.CCOC(C)=O. The catalyst is CO.[Pd]. The product is [F:22][C:19]([F:20])([F:21])[C:11]1[CH:12]=[C:13]2[N:18]([C:10]=1[C:7]1[CH:8]=[CH:9][C:4]([NH2:1])=[CH:5][CH:6]=1)[CH2:17][CH2:16][CH2:15][CH2:14]2. The yield is 0.850. (5) The reactants are Cl[C:2]1[C:11]2[C:6](=[CH:7][CH:8]=[C:9]([I:12])[CH:10]=2)[N:5]=[CH:4][N:3]=1.[CH3:13][C:14]1[CH:19]=[C:18]([N:20]2[CH2:25][CH2:24][O:23][CH2:22][CH2:21]2)[CH:17]=[CH:16][C:15]=1[NH2:26]. The catalyst is C(#N)C. The product is [I:12][C:9]1[CH:10]=[C:11]2[C:6](=[CH:7][CH:8]=1)[N:5]=[CH:4][N:3]=[C:2]2[NH:26][C:15]1[CH:16]=[CH:17][C:18]([N:20]2[CH2:25][CH2:24][O:23][CH2:22][CH2:21]2)=[CH:19][C:14]=1[CH3:13]. The yield is 0.950.